From a dataset of Reaction yield outcomes from USPTO patents with 853,638 reactions. Predict the reaction yield, written as a fraction of the theoretical maximum amount of product (1.0 means a 100% yield; for example, 0.34 means a 34% yield). (1) The reactants are Br[C:2]1[CH:7]=[C:6]([CH3:8])[CH:5]=[CH:4][C:3]=1[NH2:9].[C:10]([Cu])#[N:11]. The catalyst is CN1C(=O)CCC1. The product is [NH2:9][C:3]1[CH:4]=[CH:5][C:6]([CH3:8])=[CH:7][C:2]=1[C:10]#[N:11]. The yield is 0.600. (2) The reactants are [NH2:1][C:2]1([CH2:9][C:10]([O:12][CH2:13][CH3:14])=[O:11])[CH2:7][CH2:6][N:5]([CH3:8])[CH2:4][CH2:3]1.CCN(CC)CC.[C:22]1([C:28]#[C:29][C:30]2[O:34][C:33]([C:35](ON3C(=O)CCC3=O)=[O:36])=[CH:32][CH:31]=2)[CH:27]=[CH:26][CH:25]=[CH:24][CH:23]=1. The catalyst is C(Cl)Cl. The product is [CH3:8][N:5]1[CH2:4][CH2:3][C:2]([CH2:9][C:10]([O:12][CH2:13][CH3:14])=[O:11])([NH:1][C:35]([C:33]2[O:34][C:30]([C:29]#[C:28][C:22]3[CH:27]=[CH:26][CH:25]=[CH:24][CH:23]=3)=[CH:31][CH:32]=2)=[O:36])[CH2:7][CH2:6]1. The yield is 0.490.